This data is from Full USPTO retrosynthesis dataset with 1.9M reactions from patents (1976-2016). The task is: Predict the reactants needed to synthesize the given product. (1) Given the product [C:24]([OH:31])(=[O:30])/[CH:25]=[CH:26]/[C:27]([OH:29])=[O:28].[N:1]12[CH2:6][CH2:5][CH:4]([CH2:7][CH2:8]1)[C@@H:3]([O:9][C:10]1[CH:11]=[CH:12][C:13]([C:16]3[CH:21]=[CH:20][C:19]([CH3:22])=[C:18]([NH2:23])[CH:17]=3)=[CH:14][CH:15]=1)[CH2:2]2, predict the reactants needed to synthesize it. The reactants are: [N:1]12[CH2:8][CH2:7][CH:4]([CH2:5][CH2:6]1)[C@@H:3]([O:9][C:10]1[CH:15]=[CH:14][C:13]([C:16]3[CH:21]=[CH:20][C:19]([CH3:22])=[C:18]([NH2:23])[CH:17]=3)=[CH:12][CH:11]=1)[CH2:2]2.[C:24]([OH:31])(=[O:30])/[CH:25]=[CH:26]/[C:27]([OH:29])=[O:28]. (2) Given the product [C:1]([O:5][C:6](=[O:7])[NH:8][C@@H:9]([CH2:13][C:14]1[CH:19]=[CH:18][C:17]([N+:20]([O-:22])=[O:21])=[CH:16][CH:15]=1)[C:10](=[C:27]1[C:28](=[O:30])[O:29][C:24]([CH3:32])([CH3:23])[O:25][C:26]1=[O:31])[OH:12])([CH3:2])([CH3:3])[CH3:4], predict the reactants needed to synthesize it. The reactants are: [C:1]([O:5][C:6]([NH:8][C@@H:9]([CH2:13][C:14]1[CH:19]=[CH:18][C:17]([N+:20]([O-:22])=[O:21])=[CH:16][CH:15]=1)[C:10]([OH:12])=O)=[O:7])([CH3:4])([CH3:3])[CH3:2].[CH3:23][C:24]1([CH3:32])[O:29][C:28](=[O:30])[CH2:27][C:26](=[O:31])[O:25]1.Cl.CN(C)CCCN=C=NCC. (3) Given the product [F:72][C:67]1[CH:68]=[CH:69][CH:70]=[CH:71][C:66]=1[C@H:59]([CH:60]1[CH2:65][CH2:64][O:63][CH2:62][CH2:61]1)[N:43]1[C:44]2[C:45]([S:55]([CH3:58])(=[O:57])=[O:56])=[CH:46][CH:47]=[C:48]([O:53][CH3:54])[C:49]=2[C:50]2[N:51]=[CH:52][C:40]([C:32]3[C:33]([CH3:38])=[N:34][O:35][C:36]=3[CH3:37])=[CH:41][C:42]1=2, predict the reactants needed to synthesize it. The reactants are: FC1C2C3N=CC([C:32]4[C:33]([CH3:38])=[N:34][O:35][C:36]=4[CH3:37])=CC=3N([C@@H](C3CCOCC3)C3C=CC=CC=3)C=2C(S(C)(=O)=O)=CC=1.Br[C:40]1[CH:52]=[N:51][C:50]2[C:49]3[C:48]([O:53][CH3:54])=[CH:47][CH:46]=[C:45]([S:55]([CH3:58])(=[O:57])=[O:56])[C:44]=3[N:43]([C@H:59]([C:66]3[CH:71]=[CH:70][CH:69]=[CH:68][C:67]=3[F:72])[CH:60]3[CH2:65][CH2:64][O:63][CH2:62][CH2:61]3)[C:42]=2[CH:41]=1. (4) Given the product [CH3:18][S:15]([N:10]1[CH2:11][CH2:12][CH2:13][CH2:14][C:8]2[CH:7]=[C:6]([OH:5])[CH:20]=[CH:19][C:9]1=2)(=[O:17])=[O:16], predict the reactants needed to synthesize it. The reactants are: CS([O:5][C:6]1[CH:20]=[CH:19][C:9]2[N:10]([S:15]([CH3:18])(=[O:17])=[O:16])[CH2:11][CH2:12][CH2:13][CH2:14][C:8]=2[CH:7]=1)(=O)=O. (5) Given the product [CH2:1]([O:8][C:9](=[O:31])[NH:10][C@@H:11]1[C:14](=[O:15])[NH:13][C@@H:12]1[CH2:16][N:17]1[N:21]=[C:20]([CH2:22][OH:23])[CH:19]=[N:18]1)[C:2]1[CH:3]=[CH:4][CH:5]=[CH:6][CH:7]=1, predict the reactants needed to synthesize it. The reactants are: [CH2:1]([O:8][C:9](=[O:31])[NH:10][C@@H:11]1[C:14](=[O:15])[NH:13][C@@H:12]1[CH2:16][N:17]1[N:21]=[C:20]([CH2:22][O:23][Si](C(C)(C)C)(C)C)[CH:19]=[N:18]1)[C:2]1[CH:7]=[CH:6][CH:5]=[CH:4][CH:3]=1.